From a dataset of Catalyst prediction with 721,799 reactions and 888 catalyst types from USPTO. Predict which catalyst facilitates the given reaction. (1) Reactant: Br[C:2]1[C:10]([CH3:11])=[CH:9][C:8]([F:12])=[C:7]2[C:3]=1[CH:4]=[CH:5][NH:6]2.[B:13]1([B:13]2[O:17][C:16]([CH3:19])([CH3:18])[C:15]([CH3:21])([CH3:20])[O:14]2)[O:17][C:16]([CH3:19])([CH3:18])[C:15]([CH3:21])([CH3:20])[O:14]1.CC([O-])=O.[K+]. Product: [F:12][C:8]1[CH:9]=[C:10]([CH3:11])[C:2]([B:13]2[O:17][C:16]([CH3:19])([CH3:18])[C:15]([CH3:21])([CH3:20])[O:14]2)=[C:3]2[C:7]=1[NH:6][CH:5]=[CH:4]2. The catalyst class is: 622. (2) Reactant: [Cl:1][C:2]1[C:3]([C:29]2[CH2:34][CH2:33][CH2:32][CH2:31][CH:30]=2)=[CH:4][C:5]([O:27][CH3:28])=[C:6]([CH:26]=1)[C:7]([N:9]1[C:15]2[CH:16]=[CH:17][CH:18]=[CH:19][C:14]=2[CH2:13][N:12]2[C:20]([C:23]([OH:25])=O)=[CH:21][CH:22]=[C:11]2[CH2:10]1)=[O:8].[CH3:35][N:36]([CH3:42])[CH2:37][CH2:38][CH2:39][NH:40][CH3:41].ON1C2C=CC=CC=2N=N1.Cl.C(N=C=N)C.C(N(CC)C(C)C)(C)C. Product: [Cl:1][C:2]1[C:3]([C:29]2[CH2:34][CH2:33][CH2:32][CH2:31][CH:30]=2)=[CH:4][C:5]([O:27][CH3:28])=[C:6]([CH:26]=1)[C:7]([N:9]1[C:15]2[CH:16]=[CH:17][CH:18]=[CH:19][C:14]=2[CH2:13][N:12]2[C:20]([C:23]([N:40]([CH2:39][CH2:38][CH2:37][N:36]([CH3:42])[CH3:35])[CH3:41])=[O:25])=[CH:21][CH:22]=[C:11]2[CH2:10]1)=[O:8]. The catalyst class is: 13.